This data is from Forward reaction prediction with 1.9M reactions from USPTO patents (1976-2016). The task is: Predict the product of the given reaction. Given the reactants Br[C:2]1[N:7]=[CH:6][C:5]([CH:8]2[C:17]3[C:12](=[CH:13][C:14]([O:18][CH2:19][CH2:20][CH2:21][N:22]4[CH2:27][CH2:26][CH:25]([F:28])[CH2:24][CH2:23]4)=[CH:15][CH:16]=3)[CH2:11][N:10]([CH3:29])[CH2:9]2)=[CH:4][CH:3]=1.C(S)[CH2:31][S:32]([O-])(=O)=O.[Na+], predict the reaction product. The product is: [F:28][CH:25]1[CH2:26][CH2:27][N:22]([CH2:21][CH2:20][CH2:19][O:18][C:14]2[CH:13]=[C:12]3[C:17]([CH:8]([C:5]4[CH:6]=[N:7][C:2]([S:32][CH3:31])=[CH:3][CH:4]=4)[CH2:9][N:10]([CH3:29])[CH2:11]3)=[CH:16][CH:15]=2)[CH2:23][CH2:24]1.